Dataset: Peptide-MHC class II binding affinity with 134,281 pairs from IEDB. Task: Regression. Given a peptide amino acid sequence and an MHC pseudo amino acid sequence, predict their binding affinity value. This is MHC class II binding data. The peptide sequence is DDRFGLALSHLNAMS. The MHC is HLA-DQA10102-DQB10501 with pseudo-sequence HLA-DQA10102-DQB10501. The binding affinity (normalized) is 0.680.